Dataset: Full USPTO retrosynthesis dataset with 1.9M reactions from patents (1976-2016). Task: Predict the reactants needed to synthesize the given product. (1) Given the product [NH2:1][C:4]1[CH:9]=[N:8][C:7]([NH:10][C:11]2[S:12][CH:13]=[C:14]([C:16]([NH:18][CH2:19][CH2:20][N:21]3[CH2:25][CH2:24][CH2:23][CH2:22]3)=[O:17])[N:15]=2)=[N:6][CH:5]=1, predict the reactants needed to synthesize it. The reactants are: [N+:1]([C:4]1[CH:5]=[N:6][C:7]([NH:10][C:11]2[S:12][CH:13]=[C:14]([C:16]([NH:18][CH2:19][CH2:20][N:21]3[CH2:25][CH2:24][CH2:23][CH2:22]3)=[O:17])[N:15]=2)=[N:8][CH:9]=1)([O-])=O. (2) Given the product [C:1]([C:3]1[CH:4]=[C:5]([C:13]2[O:17][N:16]=[C:15]([C:18]3[CH:23]=[CH:22][C:21]([O:24][CH2:25][CH2:26][CH2:27][CH2:28][C:29]([OH:31])=[O:30])=[CH:20][C:19]=3[F:34])[N:14]=2)[CH:6]=[CH:7][C:8]=1[O:9][CH:10]([CH3:12])[CH3:11])#[N:2], predict the reactants needed to synthesize it. The reactants are: [C:1]([C:3]1[CH:4]=[C:5]([C:13]2[O:17][N:16]=[C:15]([C:18]3[CH:23]=[CH:22][C:21]([O:24][CH2:25][CH2:26][CH2:27][CH2:28][C:29]([O:31]CC)=[O:30])=[CH:20][C:19]=3[F:34])[N:14]=2)[CH:6]=[CH:7][C:8]=1[O:9][CH:10]([CH3:12])[CH3:11])#[N:2].[OH-].[Na+]. (3) Given the product [Br:1][C:2]1[CH:3]=[N:4][C:5]([C:8]2[N:9]=[C:10]([CH2:14][N:28]3[C:23](=[O:22])[CH:24]=[CH:25][C:26]([C:29]4[CH:30]=[C:31]([CH:34]=[CH:35][CH:36]=4)[C:32]#[N:33])=[N:27]3)[CH:11]=[CH:12][CH:13]=2)=[N:6][CH:7]=1, predict the reactants needed to synthesize it. The reactants are: [Br:1][C:2]1[CH:3]=[N:4][C:5]([C:8]2[CH:13]=[CH:12][CH:11]=[C:10]([CH2:14]Br)[N:9]=2)=[N:6][CH:7]=1.C(=O)([O-])[O-].[Cs+].[Cs+].[O:22]=[C:23]1[NH:28][N:27]=[C:26]([C:29]2[CH:30]=[C:31]([CH:34]=[CH:35][CH:36]=2)[C:32]#[N:33])[CH:25]=[CH:24]1.O. (4) Given the product [F:14][C:15]([F:29])([F:30])[C:16]1[CH:17]=[C:18]([NH:26][C:27]([NH:8][C:5]2[CH:6]=[CH:7][C:2]([Br:1])=[CH:3][C:4]=2[C:9]2[NH:13][N:12]=[N:11][N:10]=2)=[S:28])[CH:19]=[C:20]([C:22]([F:24])([F:25])[F:23])[CH:21]=1, predict the reactants needed to synthesize it. The reactants are: [Br:1][C:2]1[CH:7]=[CH:6][C:5]([NH2:8])=[C:4]([C:9]2[NH:13][N:12]=[N:11][N:10]=2)[CH:3]=1.[F:14][C:15]([F:30])([F:29])[C:16]1[CH:17]=[C:18]([N:26]=[C:27]=[S:28])[CH:19]=[C:20]([C:22]([F:25])([F:24])[F:23])[CH:21]=1. (5) Given the product [C:1]([OH:8])(=[O:15])[C:2]1[CH:7]=[CH:6][CH:5]=[CH:4][CH:3]=1, predict the reactants needed to synthesize it. The reactants are: [C:1](N)(=[O:8])[C:2]1[CH:7]=[CH:6][CH:5]=[CH:4][CH:3]=1.C(S(O)(=O)=[O:15])(F)(F)F. (6) Given the product [Cl:1][C:2]1[CH:27]=[CH:26][CH:25]=[CH:24][C:3]=1[CH2:4][C:5]1[S:9][C:8](=[N:10][C:11]([C:13]2([C:16]3[CH:17]=[CH:18][C:19]([O:22][CH3:23])=[CH:20][CH:21]=3)[CH2:15][CH2:14]2)=[O:12])[N:7]([CH2:30][CH2:31][N:32]([CH2:35][CH3:36])[CH2:33][CH3:34])[CH:6]=1, predict the reactants needed to synthesize it. The reactants are: [Cl:1][C:2]1[CH:27]=[CH:26][CH:25]=[CH:24][C:3]=1[CH2:4][C:5]1[S:9][C:8]([NH:10][C:11]([C:13]2([C:16]3[CH:21]=[CH:20][C:19]([O:22][CH3:23])=[CH:18][CH:17]=3)[CH2:15][CH2:14]2)=[O:12])=[N:7][CH:6]=1.Br.Br[CH2:30][CH2:31][N:32]([CH2:35][CH3:36])[CH2:33][CH3:34].[H-].[Na+]. (7) Given the product [NH2:17][C:15]1[S:16][CH:10]=[C:9]([C:5]2[CH:6]=[CH:7][CH:8]=[C:3]([C:2]([F:13])([F:12])[F:1])[CH:4]=2)[N:14]=1, predict the reactants needed to synthesize it. The reactants are: [F:1][C:2]([F:13])([F:12])[C:3]1[CH:4]=[C:5]([C:9](=O)[CH3:10])[CH:6]=[CH:7][CH:8]=1.[NH2:14][C:15]([NH2:17])=[S:16]. (8) Given the product [CH3:16][O:17][C:18]1[CH:19]=[C:20]([CH2:26][CH2:27][NH:28][C:11](=[O:13])[CH2:10][CH2:9][C:6]2[CH:5]=[CH:4][C:3]([C:2]([F:1])([F:15])[F:14])=[CH:8][CH:7]=2)[CH:21]=[CH:22][C:23]=1[O:24][CH3:25], predict the reactants needed to synthesize it. The reactants are: [F:1][C:2]([F:15])([F:14])[C:3]1[CH:8]=[CH:7][C:6]([CH2:9][CH2:10][C:11]([OH:13])=O)=[CH:5][CH:4]=1.[CH3:16][O:17][C:18]1[CH:19]=[C:20]([CH2:26][CH2:27][NH2:28])[CH:21]=[CH:22][C:23]=1[O:24][CH3:25]. (9) Given the product [F:10][C:11]1[CH:12]=[C:13]2[C:18](=[CH:19][C:20]=1[O:9][CH2:8][CH2:7][N:4]1[CH2:5][CH2:6][O:1][CH2:2][CH2:3]1)[N:17]([CH2:22][C:23]1[CH:28]=[CH:27][C:26]([C:29]([F:31])([F:30])[F:32])=[CH:25][CH:24]=1)[CH:16]=[C:15]([C:33]1[N:37]=[C:36]([C:38]([C:41]3[CH:42]=[CH:43][C:44]([F:47])=[CH:45][CH:46]=3)([CH3:40])[CH3:39])[O:35][N:34]=1)[C:14]2=[O:48], predict the reactants needed to synthesize it. The reactants are: [O:1]1[CH2:6][CH2:5][N:4]([CH2:7][CH2:8][OH:9])[CH2:3][CH2:2]1.[F:10][C:11]1[CH:12]=[C:13]2[C:18](=[CH:19][C:20]=1F)[N:17]([CH2:22][C:23]1[CH:28]=[CH:27][C:26]([C:29]([F:32])([F:31])[F:30])=[CH:25][CH:24]=1)[CH:16]=[C:15]([C:33]1[N:37]=[C:36]([C:38]([C:41]3[CH:46]=[CH:45][C:44]([F:47])=[CH:43][CH:42]=3)([CH3:40])[CH3:39])[O:35][N:34]=1)[C:14]2=[O:48].